The task is: Regression. Given a peptide amino acid sequence and an MHC pseudo amino acid sequence, predict their binding affinity value. This is MHC class I binding data.. This data is from Peptide-MHC class I binding affinity with 185,985 pairs from IEDB/IMGT. (1) The peptide sequence is KSAYPFDEL. The MHC is HLA-B58:01 with pseudo-sequence HLA-B58:01. The binding affinity (normalized) is 0.646. (2) The peptide sequence is LTRNPAWRK. The MHC is HLA-A68:01 with pseudo-sequence HLA-A68:01. The binding affinity (normalized) is 0.329. (3) The peptide sequence is TQTAGPWHL. The MHC is HLA-A02:06 with pseudo-sequence HLA-A02:06. The binding affinity (normalized) is 0.438. (4) The peptide sequence is SPGTSGSPIV. The MHC is HLA-B07:02 with pseudo-sequence HLA-B07:02. The binding affinity (normalized) is 0.586. (5) The peptide sequence is STSAFIDTIK. The MHC is HLA-A03:01 with pseudo-sequence HLA-A03:01. The binding affinity (normalized) is 0.354. (6) The peptide sequence is LGVDYYDNV. The binding affinity (normalized) is 0.567. The MHC is H-2-Kb with pseudo-sequence H-2-Kb. (7) The peptide sequence is FSLNNWGIM. The MHC is H-2-Db with pseudo-sequence H-2-Db. The binding affinity (normalized) is 0.662. (8) The peptide sequence is KTDIVNTTY. The binding affinity (normalized) is 0.591. The MHC is HLA-A80:01 with pseudo-sequence HLA-A80:01. (9) The peptide sequence is KDKNKWRMLI. The MHC is Mamu-B08 with pseudo-sequence Mamu-B08. The binding affinity (normalized) is 0.372.